Dataset: Full USPTO retrosynthesis dataset with 1.9M reactions from patents (1976-2016). Task: Predict the reactants needed to synthesize the given product. (1) The reactants are: [C:1](Cl)(=[O:3])[CH3:2].[NH2:5][C:6](=[O:31])[CH2:7][NH:8][C@@H:9]1[C:17]2[C:12](=[CH:13][CH:14]=[CH:15][CH:16]=2)[CH2:11][C@H:10]1[NH:18][C:19]([C:21]1[NH:22][C:23]2[C:28]([CH:29]=1)=[CH:27][C:26]([Cl:30])=[CH:25][CH:24]=2)=[O:20]. Given the product [C:1]([N:8]([CH2:7][C:6]([NH2:5])=[O:31])[C@@H:9]1[C:17]2[C:12](=[CH:13][CH:14]=[CH:15][CH:16]=2)[CH2:11][C@H:10]1[NH:18][C:19]([C:21]1[NH:22][C:23]2[C:28]([CH:29]=1)=[CH:27][C:26]([Cl:30])=[CH:25][CH:24]=2)=[O:20])(=[O:3])[CH3:2], predict the reactants needed to synthesize it. (2) The reactants are: [CH:1]1([CH2:7][O:8][C:9]2[CH:10]=[C:11]([CH:15]([OH:19])[CH2:16][C:17]#[N:18])[CH:12]=[CH:13][CH:14]=2)[CH2:6][CH2:5][CH2:4][CH2:3][CH2:2]1.CSC.C1COCC1.[C:28]([OH:38])(=[O:37])[C@@H:29]([C:31]1[CH:36]=[CH:35][CH:34]=[CH:33][CH:32]=1)[OH:30]. Given the product [NH2:18][CH2:17][CH2:16][C@H:15]([C:11]1[CH:12]=[CH:13][CH:14]=[C:9]([O:8][CH2:7][CH:1]2[CH2:6][CH2:5][CH2:4][CH2:3][CH2:2]2)[CH:10]=1)[OH:19].[C:28]([O:38][C@@H:15]([C:11]1[CH:12]=[CH:13][CH:14]=[C:9]([O:8][CH2:7][CH:1]2[CH2:6][CH2:5][CH2:4][CH2:3][CH2:2]2)[CH:10]=1)[CH2:16][CH2:17][NH2:18])(=[O:37])[CH:29]([C:31]1[CH:36]=[CH:35][CH:34]=[CH:33][CH:32]=1)[OH:30], predict the reactants needed to synthesize it.